From a dataset of Catalyst prediction with 721,799 reactions and 888 catalyst types from USPTO. Predict which catalyst facilitates the given reaction. (1) Reactant: [C:1]([O:5][C:6]([NH:8][C:9]([CH3:15])([CH3:14])[CH2:10][C:11]([OH:13])=O)=[O:7])([CH3:4])([CH3:3])[CH3:2].ON1C2N=CC=CC=2N=N1.Cl.C(N=C=NCCCN(C)C)C.[C:38]([O:42][C:43]([N:45]1[CH2:50][CH2:49][CH:48]([CH2:51][NH:52][CH2:53][C@H:54]2[C:59](=[O:60])[NH:58][C@@H:57]([CH2:61][C:62]3[CH:71]=[CH:70][C:69]4[C:64](=[CH:65][CH:66]=[CH:67][CH:68]=4)[CH:63]=3)[C:56](=[O:72])[N:55]2[CH2:73][C:74]2[CH:79]=[CH:78][C:77]([C:80]3[CH:85]=[CH:84][CH:83]=[CH:82][CH:81]=3)=[CH:76][CH:75]=2)[CH2:47][CH2:46]1)=[O:44])([CH3:41])([CH3:40])[CH3:39].C(N(C(C)C)C(C)C)C.S([O-])(O)(=O)=O.[Na+]. Product: [C:38]([O:42][C:43]([N:45]1[CH2:46][CH2:47][CH:48]([CH2:51][N:52]([CH2:53][C@H:54]2[C:59](=[O:60])[NH:58][C@@H:57]([CH2:61][C:62]3[CH:71]=[CH:70][C:69]4[C:64](=[CH:65][CH:66]=[CH:67][CH:68]=4)[CH:63]=3)[C:56](=[O:72])[N:55]2[CH2:73][C:74]2[CH:75]=[CH:76][C:77]([C:80]3[CH:85]=[CH:84][CH:83]=[CH:82][CH:81]=3)=[CH:78][CH:79]=2)[C:11](=[O:13])[CH2:10][C:9]([NH:8][C:6]([O:5][C:1]([CH3:2])([CH3:3])[CH3:4])=[O:7])([CH3:15])[CH3:14])[CH2:49][CH2:50]1)=[O:44])([CH3:41])([CH3:39])[CH3:40]. The catalyst class is: 4. (2) Reactant: [F:1][C:2]([F:12])([F:11])[C:3](=[O:10])[CH2:4][C:5]([O:7]CC)=O.[C:13]1([C:19]2[NH:23][N:22]=[C:21]([NH2:24])[CH:20]=2)[CH:18]=[CH:17][CH:16]=[CH:15][CH:14]=1. Product: [F:12][C:2]([F:1])([F:11])[C:3](=[O:10])[CH2:4][C:5]([NH:24][C:21]1[NH:22][N:23]=[C:19]([C:13]2[CH:18]=[CH:17][CH:16]=[CH:15][CH:14]=2)[CH:20]=1)=[O:7]. The catalyst class is: 15. (3) Reactant: C1(P(C2C=CC=CC=2)C2C3OC4C(=CC=CC=4P(C4C=CC=CC=4)C4C=CC=CC=4)C(C)(C)C=3C=CC=2)C=CC=CC=1.C(=O)([O-])[O-].[K+].[K+].[F:49][C:50]1[CH:55]=[C:54]([F:56])[CH:53]=[CH:52][C:51]=1[C:57]1[C:58]([CH3:64])=[N:59][N:60]([CH3:63])[C:61]=1[NH2:62].Br[C:66]1[CH:71]=[CH:70][CH:69]=[C:68]([Cl:72])[CH:67]=1. Product: [Cl:72][C:68]1[CH:67]=[C:66]([NH:62][C:61]2[N:60]([CH3:63])[N:59]=[C:58]([CH3:64])[C:57]=2[C:51]2[CH:52]=[CH:53][C:54]([F:56])=[CH:55][C:50]=2[F:49])[CH:71]=[CH:70][CH:69]=1. The catalyst class is: 160.